This data is from Peptide-MHC class I binding affinity with 185,985 pairs from IEDB/IMGT. The task is: Regression. Given a peptide amino acid sequence and an MHC pseudo amino acid sequence, predict their binding affinity value. This is MHC class I binding data. (1) The peptide sequence is HPRARSMSS. The MHC is HLA-A69:01 with pseudo-sequence HLA-A69:01. The binding affinity (normalized) is 0.0847. (2) The peptide sequence is RCWLTKNGSY. The MHC is HLA-A30:02 with pseudo-sequence HLA-A30:02. The binding affinity (normalized) is 0.625. (3) The binding affinity (normalized) is 0. The MHC is HLA-A02:01 with pseudo-sequence HLA-A02:01. The peptide sequence is ELNGKNIEDV.